Dataset: TCR-epitope binding with 47,182 pairs between 192 epitopes and 23,139 TCRs. Task: Binary Classification. Given a T-cell receptor sequence (or CDR3 region) and an epitope sequence, predict whether binding occurs between them. (1) Result: 0 (the TCR does not bind to the epitope). The TCR CDR3 sequence is CASSQVGAGNTEAFF. The epitope is CINGVCWTV. (2) The TCR CDR3 sequence is RASSLDFGLGEYEQYF. Result: 1 (the TCR binds to the epitope). The epitope is MPASWVMRI. (3) The epitope is ATVVIGTSK. The TCR CDR3 sequence is CSAGTSGNYGYTF. Result: 0 (the TCR does not bind to the epitope). (4) The epitope is KLPDDFTGCV. The TCR CDR3 sequence is CASSVPWDSPFNEQYF. Result: 1 (the TCR binds to the epitope). (5) The epitope is FVDGVPFVV. The TCR CDR3 sequence is CSARQGLGTEAFF. Result: 0 (the TCR does not bind to the epitope). (6) The epitope is PROT_97E67BCC. The TCR CDR3 sequence is CASSSRTSGGSDTQYF. Result: 1 (the TCR binds to the epitope).